Dataset: Catalyst prediction with 721,799 reactions and 888 catalyst types from USPTO. Task: Predict which catalyst facilitates the given reaction. (1) Reactant: [I:1][C:2]1[CH:7]=[CH:6][C:5]([C:8]2[NH:12][C:11]([C@@H:13]([N:22]3[C:26](=[O:27])[C@@H:25]([CH2:28][C:29]([OH:31])=O)[NH:24][C:23]3=[O:32])[C@H:14]([C:16]3[CH:21]=[CH:20][CH:19]=[CH:18][CH:17]=3)[CH3:15])=[N:10][CH:9]=2)=[CH:4][CH:3]=1.[CH:33]([O:35][CH2:36][CH2:37][O:38][NH2:39])=[CH2:34].C(N(CC)C(C)C)(C)C. Product: [I:1][C:2]1[CH:3]=[CH:4][C:5]([C:8]2[NH:12][C:11]([C@@H:13]([N:22]3[C:26](=[O:27])[C@@H:25]([CH2:28][C:29]([NH:39][O:38][CH2:37][CH2:36][O:35][CH:33]=[CH2:34])=[O:31])[NH:24][C:23]3=[O:32])[C@H:14]([C:16]3[CH:17]=[CH:18][CH:19]=[CH:20][CH:21]=3)[CH3:15])=[N:10][CH:9]=2)=[CH:6][CH:7]=1. The catalyst class is: 42. (2) Reactant: [Cl:1][C:2]1[C:7]([N:8]2[CH2:13][CH2:12][N:11]([C:14]([C:16]3[C:17]([C:22]4[CH:27]=[CH:26][CH:25]=[CH:24][C:23]=4[O:28][CH3:29])=[N:18][O:19][C:20]=3[CH3:21])=[O:15])[CH2:10][CH2:9]2)=[CH:6][C:5]([NH:30][C:31](=[O:41])[C:32]2[CH:37]=[CH:36][C:35]([N:38]([CH3:40])[CH3:39])=[CH:34][CH:33]=2)=[C:4]([CH2:42][OH:43])[CH:3]=1.C1C=C[NH+]=CC=1.[O-][Cr](Cl)(=O)=O. Product: [Cl:1][C:2]1[C:7]([N:8]2[CH2:9][CH2:10][N:11]([C:14]([C:16]3[C:17]([C:22]4[CH:27]=[CH:26][CH:25]=[CH:24][C:23]=4[O:28][CH3:29])=[N:18][O:19][C:20]=3[CH3:21])=[O:15])[CH2:12][CH2:13]2)=[CH:6][C:5]([NH:30][C:31](=[O:41])[C:32]2[CH:33]=[CH:34][C:35]([N:38]([CH3:39])[CH3:40])=[CH:36][CH:37]=2)=[C:4]([CH:42]=[O:43])[CH:3]=1. The catalyst class is: 2. (3) Reactant: [F:1][C:2]1[CH:3]=[N:4][CH:5]=[C:6]([CH:28]=1)[C:7]([C:9]1[CH:10]=[C:11]2[C:16](=[C:17]([C:19]([NH:21][C:22]3[S:23][CH:24]=[C:25]([CH3:27])[N:26]=3)=[O:20])[CH:18]=1)[N:15]=[CH:14][CH:13]=[CH:12]2)=[O:8].CO.[BH4-].[Na+].O. Product: [F:1][C:2]1[CH:28]=[C:6]([CH:7]([OH:8])[C:9]2[CH:10]=[C:11]3[C:16](=[C:17]([C:19]([NH:21][C:22]4[S:23][CH:24]=[C:25]([CH3:27])[N:26]=4)=[O:20])[CH:18]=2)[N:15]=[CH:14][CH:13]=[CH:12]3)[CH:5]=[N:4][CH:3]=1. The catalyst class is: 1. (4) Reactant: [OH:1][C:2]1[C:3]([C:14]([NH2:16])=[O:15])=[N:4][C:5]([C:9]([O:11]CC)=[O:10])=[C:6]([OH:8])[N:7]=1.[OH-].[Na+].Cl. Product: [OH:1][C:2]1[C:3]([C:14]([NH2:16])=[O:15])=[N:4][C:5]([C:9]([OH:11])=[O:10])=[C:6]([OH:8])[N:7]=1. The catalyst class is: 97. (5) Reactant: [NH2:1][C:2]1[C:3]([CH3:9])=[CH:4][C:5]([CH3:8])=[N:6][CH:7]=1.C(N(CC)C(C)C)(C)C.Cl[CH2:20][CH2:21][N:22]([CH2:33][CH2:34]Cl)[S:23]([C:26]1[CH:31]=[CH:30][C:29]([CH3:32])=[CH:28][CH:27]=1)(=[O:25])=[O:24]. Product: [CH3:9][C:3]1[CH:4]=[C:5]([CH3:8])[N:6]=[CH:7][C:2]=1[N:1]1[CH2:34][CH2:33][N:22]([S:23]([C:26]2[CH:27]=[CH:28][C:29]([CH3:32])=[CH:30][CH:31]=2)(=[O:25])=[O:24])[CH2:21][CH2:20]1. The catalyst class is: 6. (6) Reactant: O1CCCCC1[O:7][C:8]1[CH:13]=[CH:12][C:11]([N:14]2[CH2:19][CH2:18][CH:17]([N:20]([C:22]3[CH:27]=[CH:26][C:25]([Cl:28])=[CH:24][CH:23]=3)[CH3:21])[CH2:16][CH2:15]2)=[CH:10][CH:9]=1.C1(C)C=CC(S([O-])(=O)=O)=CC=1.[NH+]1C=CC=CC=1. Product: [Cl:28][C:25]1[CH:26]=[CH:27][C:22]([N:20]([CH:17]2[CH2:16][CH2:15][N:14]([C:11]3[CH:10]=[CH:9][C:8]([OH:7])=[CH:13][CH:12]=3)[CH2:19][CH2:18]2)[CH3:21])=[CH:23][CH:24]=1. The catalyst class is: 8.